From a dataset of NCI-60 drug combinations with 297,098 pairs across 59 cell lines. Regression. Given two drug SMILES strings and cell line genomic features, predict the synergy score measuring deviation from expected non-interaction effect. (1) Drug 1: C(CC(=O)O)C(=O)CN.Cl. Drug 2: C1CN(CCN1C(=O)CCBr)C(=O)CCBr. Cell line: IGROV1. Synergy scores: CSS=24.4, Synergy_ZIP=-6.18, Synergy_Bliss=2.31, Synergy_Loewe=-5.05, Synergy_HSA=4.32. (2) Drug 2: B(C(CC(C)C)NC(=O)C(CC1=CC=CC=C1)NC(=O)C2=NC=CN=C2)(O)O. Synergy scores: CSS=55.8, Synergy_ZIP=3.33, Synergy_Bliss=4.00, Synergy_Loewe=-9.28, Synergy_HSA=5.01. Drug 1: CCCCC(=O)OCC(=O)C1(CC(C2=C(C1)C(=C3C(=C2O)C(=O)C4=C(C3=O)C=CC=C4OC)O)OC5CC(C(C(O5)C)O)NC(=O)C(F)(F)F)O. Cell line: CAKI-1.